From a dataset of Full USPTO retrosynthesis dataset with 1.9M reactions from patents (1976-2016). Predict the reactants needed to synthesize the given product. (1) Given the product [Cl:1][C:2]1[N:3]=[CH:4][C:5]2[CH:14]=[C:15]([CH:16]([O:20][CH2:21][CH3:22])[O:17][CH2:18][CH3:19])[N:8]([CH:9]3[CH2:13][CH2:12][CH2:11][CH2:10]3)[C:6]=2[N:7]=1, predict the reactants needed to synthesize it. The reactants are: [Cl:1][C:2]1[N:7]=[C:6]([NH:8][CH:9]2[CH2:13][CH2:12][CH2:11][CH2:10]2)[C:5]([C:14]#[C:15][CH:16]([O:20][CH2:21][CH3:22])[O:17][CH2:18][CH3:19])=[CH:4][N:3]=1.CCCC[N+](CCCC)(CCCC)CCCC.[F-]. (2) Given the product [Cl:1][C:2]1[CH:3]=[CH:4][C:5]([N:11]2[CH:15]=[N:14][CH:13]=[N:12]2)=[C:6]([CH:9]=1)[CH:7]=[O:8], predict the reactants needed to synthesize it. The reactants are: [Cl:1][C:2]1[CH:3]=[CH:4][C:5](F)=[C:6]([CH:9]=1)[CH:7]=[O:8].[N:11]1[N:12]=[CH:13][NH:14][CH:15]=1.C([O-])([O-])=O.[Cs+].[Cs+]. (3) Given the product [CH3:20][O:19][N:18]([CH3:17])[C:11]([CH:8]1[CH2:7][CH2:6][C:5]2([O:1][CH2:2][CH2:3][O:4]2)[CH2:10][CH2:9]1)=[O:13], predict the reactants needed to synthesize it. The reactants are: [O:1]1[C:5]2([CH2:10][CH2:9][CH:8]([C:11]([O:13]CC)=O)[CH2:7][CH2:6]2)[O:4][CH2:3][CH2:2]1.Cl.[CH3:17][NH:18][O:19][CH3:20].C([Mg]Cl)(C)C.O.